This data is from Forward reaction prediction with 1.9M reactions from USPTO patents (1976-2016). The task is: Predict the product of the given reaction. (1) Given the reactants [C:1]1([CH3:19])[CH:6]=[CH:5][CH:4]=[C:3]([N:7]2[C:11]3=[N:12][CH:13]=[CH:14][CH:15]=[C:10]3[N:9]=[C:8]2[C@@H:16]([NH2:18])[CH3:17])[CH:2]=1.Cl[C:21]1[N:29]=[CH:28][N:27]=[C:26]2[C:22]=1[N:23]=[CH:24][N:25]2C1CCCCO1.CCN(C(C)C)C(C)C, predict the reaction product. The product is: [N:29]1[C:21]([NH:18][C@H:16]([C:8]2[N:7]([C:3]3[CH:2]=[C:1]([CH3:19])[CH:6]=[CH:5][CH:4]=3)[C:11]3=[N:12][CH:13]=[CH:14][CH:15]=[C:10]3[N:9]=2)[CH3:17])=[C:22]2[C:26]([NH:25][CH:24]=[N:23]2)=[N:27][CH:28]=1. (2) Given the reactants [CH3:1][CH2:2][OH:3].CC(Cl)=O.[CH2:8]([O:15][C:16]([N:18]1[CH2:22][CH2:21][CH2:20][CH:19]1[C:23]#[N:24])=[O:17])[C:9]1[CH:14]=[CH:13][CH:12]=[CH:11][CH:10]=1, predict the reaction product. The product is: [CH2:8]([O:15][C:16]([N:18]1[CH2:22][CH2:21][CH2:20][CH:19]1[C:23]([O:3][CH2:2][CH3:1])=[NH:24])=[O:17])[C:9]1[CH:10]=[CH:11][CH:12]=[CH:13][CH:14]=1. (3) Given the reactants [N+:1]([C:4]1[CH:5]=[CH:6][CH:7]=[CH:8][CH:9]=1)([O-:3])=[O:2].[N+](C1C=[CH:15][CH:16]=[C:17](N)[C:18]=1[C:19](O)=O)([O-])=O.C(C1C=CC=C1)(C)C, predict the reaction product. The product is: [N+:1]([C:4]1[CH:9]=[CH:8][C:7]2[C:18]3[CH2:19][C:15]([C:6]=2[CH:5]=1)=[CH:16][CH:17]=3)([O-:3])=[O:2].